From a dataset of Catalyst prediction with 721,799 reactions and 888 catalyst types from USPTO. Predict which catalyst facilitates the given reaction. Reactant: [CH2:1]([N:3]1[CH2:8][CH:7]=[C:6]([C:9]2[C:17]3[C:12](=[CH:13][CH:14]=[C:15]([N+:18]([O-])=O)[CH:16]=3)[NH:11][CH:10]=2)[CH2:5][CH2:4]1)[CH3:2].I.CS[C:24]([C:26]1[S:27][CH:28]=[CH:29][CH:30]=1)=[NH:25]. Product: [CH2:1]([N:3]1[CH2:8][CH2:7][CH:6]([C:9]2[C:17]3[C:12](=[CH:13][CH:14]=[C:15]([NH:18][C:24]([C:26]4[S:27][CH:28]=[CH:29][CH:30]=4)=[NH:25])[CH:16]=3)[NH:11][CH:10]=2)[CH2:5][CH2:4]1)[CH3:2]. The catalyst class is: 29.